This data is from Reaction yield outcomes from USPTO patents with 853,638 reactions. The task is: Predict the reaction yield, written as a fraction of the theoretical maximum amount of product (1.0 means a 100% yield; for example, 0.34 means a 34% yield). (1) The reactants are C([O:5][C:6](=[O:45])[C:7]([O:10]/[N:11]=[C:12](/[C:32]1[N:33]=[C:34]([NH:37]C(OC(C)(C)C)=O)[S:35][CH:36]=1)\[C:13]([NH:15][C@@H:16]1[C:19](=[O:20])[N:18]([S:21]([OH:24])(=[O:23])=[O:22])[C@@H:17]1[CH2:25][N:26]1[N:30]=[C:29]([CH3:31])[CH:28]=[N:27]1)=[O:14])([CH3:9])[CH3:8])(C)(C)C. The catalyst is C(O)=O. The product is [NH2:37][C:34]1[S:35][CH:36]=[C:32](/[C:12](=[N:11]/[O:10][C:7]([CH3:9])([CH3:8])[C:6]([OH:45])=[O:5])/[C:13]([NH:15][C@@H:16]2[C:19](=[O:20])[N:18]([S:21]([OH:24])(=[O:22])=[O:23])[C@@H:17]2[CH2:25][N:26]2[N:30]=[C:29]([CH3:31])[CH:28]=[N:27]2)=[O:14])[N:33]=1. The yield is 0.270. (2) The reactants are [N:1]12[CH2:8][CH2:7][C:4]([C:9]([C:17]3[CH:22]=[CH:21][CH:20]=[CH:19][CH:18]=3)([C:11]3[CH:16]=[CH:15][CH:14]=[CH:13][CH:12]=3)[OH:10])([CH2:5][CH2:6]1)[CH2:3][CH2:2]2.[Br:23][CH2:24][CH2:25][CH2:26][CH2:27][CH2:28][CH3:29]. The catalyst is CC#N. The product is [Br-:23].[CH2:24]([N+:1]12[CH2:6][CH2:5][C:4]([C:9]([OH:10])([C:17]3[CH:22]=[CH:21][CH:20]=[CH:19][CH:18]=3)[C:11]3[CH:12]=[CH:13][CH:14]=[CH:15][CH:16]=3)([CH2:3][CH2:2]1)[CH2:7][CH2:8]2)[CH2:25][CH2:26][CH2:27][CH2:28][CH3:29]. The yield is 0.730. (3) The reactants are FC(F)(F)C(O)=O.[Cl:8][C:9]1[CH:28]=[CH:27][C:12]([O:13][C:14]2[C:23]3[C:18](=[CH:19][C:20]([OH:26])=[C:21]([O:24][CH3:25])[CH:22]=3)[N:17]=[CH:16][N:15]=2)=[C:11]([F:29])[CH:10]=1.C(=O)([O-])[O-].[K+].[K+].[CH3:36][N:37]1[CH2:42][CH2:41][N:40]([CH2:43][CH2:44][CH2:45]OS(C2C=CC(C)=CC=2)(=O)=O)[CH2:39][CH2:38]1. The catalyst is CN(C=O)C.O. The product is [Cl:8][C:9]1[CH:28]=[CH:27][C:12]([O:13][C:14]2[C:23]3[C:18](=[CH:19][C:20]([O:26][CH2:45][CH2:44][CH2:43][N:40]4[CH2:41][CH2:42][N:37]([CH3:36])[CH2:38][CH2:39]4)=[C:21]([O:24][CH3:25])[CH:22]=3)[N:17]=[CH:16][N:15]=2)=[C:11]([F:29])[CH:10]=1. The yield is 0.480. (4) The reactants are [ClH:1].Cl.Cl.[CH3:4][N:5]([CH2:19]/[CH:20]=[CH:21]/[C:22]1[CH:23]=[C:24]([CH:28]=[CH:29][CH:30]=1)[C:25]([NH2:27])=[NH:26])[C:6]1[CH:11]=[CH:10][C:9]([O:12][CH:13]2[CH2:18][CH2:17][NH:16][CH2:15][CH2:14]2)=[CH:8][CH:7]=1.Cl.[C:32](=[NH:37])(OCC)[CH3:33].C(N(CC)CC)C.Cl. The catalyst is CO.O1CCOCC1. The product is [ClH:1].[ClH:1].[ClH:1].[C:32]([N:16]1[CH2:15][CH2:14][CH:13]([O:12][C:9]2[CH:10]=[CH:11][C:6]([N:5]([CH2:19]/[CH:20]=[CH:21]/[C:22]3[CH:23]=[C:24]([CH:28]=[CH:29][CH:30]=3)[C:25]([NH2:27])=[NH:26])[CH3:4])=[CH:7][CH:8]=2)[CH2:18][CH2:17]1)(=[NH:37])[CH3:33]. The yield is 0.720.